Dataset: Reaction yield outcomes from USPTO patents with 853,638 reactions. Task: Predict the reaction yield, written as a fraction of the theoretical maximum amount of product (1.0 means a 100% yield; for example, 0.34 means a 34% yield). The reactants are [Cl:1][C:2]1[N:10]=[C:9]2[C:5]([N:6]=[CH:7][N:8]2[CH:11]2[CH2:16][CH2:15][CH2:14][CH2:13][O:12]2)=[C:4](Cl)[N:3]=1.[NH3:18].CO. No catalyst specified. The product is [Cl:1][C:2]1[N:10]=[C:9]2[C:5]([N:6]=[CH:7][N:8]2[CH:11]2[CH2:16][CH2:15][CH2:14][CH2:13][O:12]2)=[C:4]([NH2:18])[N:3]=1. The yield is 0.800.